Predict the reaction yield, written as a fraction of the theoretical maximum amount of product (1.0 means a 100% yield; for example, 0.34 means a 34% yield). From a dataset of Reaction yield outcomes from USPTO patents with 853,638 reactions. The reactants are C([O:3][C:4]([C:6]1[S:7][C:8]([O:19][CH2:20][CH3:21])=[C:9]2[C:17]3[N:16]([CH3:18])[N:15]=[CH:14][C:13]=3[CH2:12][CH2:11][C:10]=12)=[O:5])C.[OH-].[K+].C1COCC1. The catalyst is C(O)C. The product is [CH2:20]([O:19][C:8]1[S:7][C:6]([C:4]([OH:5])=[O:3])=[C:10]2[C:9]=1[C:17]1[N:16]([CH3:18])[N:15]=[CH:14][C:13]=1[CH2:12][CH2:11]2)[CH3:21]. The yield is 0.990.